This data is from Full USPTO retrosynthesis dataset with 1.9M reactions from patents (1976-2016). The task is: Predict the reactants needed to synthesize the given product. (1) Given the product [CH:39]([N:19]1[CH2:18][CH2:17][C:16]([C:13]2[CH:14]=[CH:15][C:10]([O:9][CH2:8][CH2:7][CH2:6][N:1]3[CH2:5][CH2:4][CH2:3][CH2:2]3)=[CH:11][CH:12]=2)([C:22]#[N:23])[CH2:21][CH2:20]1)([CH3:41])[CH3:38], predict the reactants needed to synthesize it. The reactants are: [N:1]1([CH2:6][CH2:7][CH2:8][O:9][C:10]2[CH:15]=[CH:14][C:13]([C:16]3([C:22]#[N:23])[CH2:21][CH2:20][NH:19][CH2:18][CH2:17]3)=[CH:12][CH:11]=2)[CH2:5][CH2:4][CH2:3][CH2:2]1.C(O[BH-](OC(=O)C)OC(=O)C)(=O)C.[Na+].[CH3:38][C:39]([CH3:41])=O. (2) Given the product [CH:4]1([O:9][C:10]2[C:15]([CH2:16][N:17]([CH3:28])[CH:18]3[C:27]4[C:22](=[CH:23][CH:24]=[CH:25][CH:26]=4)[CH2:21][CH2:20][CH2:19]3)=[C:14]([CH3:29])[N:13]=[C:12]([C:30]3[CH:35]=[CH:34][CH:33]=[C:32]([F:36])[C:31]=3[C:37](=[N:2][OH:3])[CH2:38][CH3:39])[CH:11]=2)[CH2:8][CH2:7][CH2:6][CH2:5]1, predict the reactants needed to synthesize it. The reactants are: Cl.[NH2:2][OH:3].[CH:4]1([O:9][C:10]2[C:15]([CH2:16][N:17]([CH3:28])[CH:18]3[C:27]4[C:22](=[CH:23][CH:24]=[CH:25][CH:26]=4)[CH2:21][CH2:20][CH2:19]3)=[C:14]([CH3:29])[N:13]=[C:12]([C:30]3[CH:35]=[CH:34][CH:33]=[C:32]([F:36])[C:31]=3[C:37](=O)[CH2:38][CH3:39])[CH:11]=2)[CH2:8][CH2:7][CH2:6][CH2:5]1. (3) Given the product [Cl:6][C:7]1[CH:23]=[C:22]([F:24])[CH:21]=[CH:20][C:8]=1[O:9][C:10]1[CH:18]=[CH:17][CH:16]=[C:15]([CH3:19])[C:11]=1[C:12]([NH:29][C:30]1[CH:35]=[CH:34][CH:33]=[C:32]([S:36](=[O:38])(=[O:37])[NH2:39])[CH:31]=1)=[O:14], predict the reactants needed to synthesize it. The reactants are: CN(C=O)C.[Cl:6][C:7]1[CH:23]=[C:22]([F:24])[CH:21]=[CH:20][C:8]=1[O:9][C:10]1[CH:18]=[CH:17][CH:16]=[C:15]([CH3:19])[C:11]=1[C:12]([OH:14])=O.O=S(Cl)Cl.[NH2:29][C:30]1[CH:31]=[C:32]([S:36]([NH2:39])(=[O:38])=[O:37])[CH:33]=[CH:34][CH:35]=1.CCN(CC)CC. (4) Given the product [I:13][C:14]1[CH:15]=[C:16]([NH:17][C:10]([C:7]2[S:8][CH:9]=[C:2]3[C:3]=2[O:4][CH2:5][CH2:6][O:1]3)=[O:12])[CH:18]=[CH:19][CH:20]=1, predict the reactants needed to synthesize it. The reactants are: [O:1]1[CH2:6][CH2:5][O:4][C:3]2=[C:7]([C:10]([OH:12])=O)[S:8][CH:9]=[C:2]12.[I:13][C:14]1[CH:15]=[C:16]([CH:18]=[CH:19][CH:20]=1)[NH2:17].C(N(CC)CC)C.CN(C=O)C. (5) Given the product [Cl:1][C:2]1[CH:8]=[C:7]([O:9][C:10]2[C:19]3[C:14](=[CH:15][C:16]([O:22][CH3:23])=[C:17]([O:20][CH3:21])[CH:18]=3)[N:13]=[CH:12][N:11]=2)[CH:6]=[CH:5][C:3]=1[NH:4][C:28](=[O:34])[O:27][CH:25]1[CH2:39][CH2:38][CH2:37][CH2:36][CH2:42][CH2:41]1, predict the reactants needed to synthesize it. The reactants are: [Cl:1][C:2]1[CH:8]=[C:7]([O:9][C:10]2[C:19]3[C:14](=[CH:15][C:16]([O:22][CH3:23])=[C:17]([O:20][CH3:21])[CH:18]=3)[N:13]=[CH:12][N:11]=2)[CH:6]=[CH:5][C:3]=1[NH2:4].Cl[C:25](Cl)([O:27][C:28](=[O:34])OC(Cl)(Cl)Cl)Cl.[CH:36]1(O)[CH2:42][CH2:41]C[CH2:39][CH2:38][CH2:37]1.C(=O)(O)[O-].[Na+]. (6) Given the product [C:25]([O:29][C:30]([N:32]1[CH:10]([C:13]2[NH:14][C:15]([C:18]3[CH:19]=[CH:20][C:21]([Br:24])=[CH:22][CH:23]=3)=[CH:16][N:17]=2)[CH:11]2[CH2:12][CH:33]1[CH2:34][CH2:35]2)=[O:31])([CH3:28])([CH3:27])[CH3:26], predict the reactants needed to synthesize it. The reactants are: C(OC(N1[CH2:12][CH2:11][CH:10]([C:13]2[NH:14][C:15]([C:18]3[CH:23]=[CH:22][C:21]([Br:24])=[CH:20][CH:19]=3)=[CH:16][N:17]=2)C1)=O)(C)(C)C.[C:25]([O:29][C:30]([N:32]1CC2C[CH:33]1[CH2:34][CH2:35]2)=[O:31])([CH3:28])([CH3:27])[CH3:26].